This data is from Forward reaction prediction with 1.9M reactions from USPTO patents (1976-2016). The task is: Predict the product of the given reaction. (1) Given the reactants C(=O)([O-])[O-].[Cs+].[Cs+].[C:7]([O:11][C:12](=[O:38])[NH:13][C@H:14]1[CH2:19][CH2:18][C@H:17]([CH:20]([OH:37])[CH:21]([OH:36])[CH2:22][C:23]2[C:32]3[C:27](=[CH:28][CH:29]=[C:30]([O:33][CH3:34])[CH:31]=3)[N:26]=[CH:25][C:24]=2Cl)[CH2:16][CH2:15]1)([CH3:10])([CH3:9])[CH3:8].C(P(C(C)(C)C)C1C=CC2C(=CC=CC=2)C=1C1C2C(=CC=CC=2)C=CC=1)(C)(C)C, predict the reaction product. The product is: [C:7]([O:11][C:12](=[O:38])[NH:13][C@H:14]1[CH2:19][CH2:18][C@H:17]([CH:20]([OH:37])[CH:21]2[O:36][C:24]3[CH:25]=[N:26][C:27]4[CH:28]=[CH:29][C:30]([O:33][CH3:34])=[CH:31][C:32]=4[C:23]=3[CH2:22]2)[CH2:16][CH2:15]1)([CH3:10])([CH3:9])[CH3:8]. (2) Given the reactants C(OC([N:8]1[CH2:13][CH2:12][CH2:11][C@H:10]([C:14]2[N:18]=[C:17]([C:19]3[NH:20][CH:21]=[CH:22][CH:23]=3)[O:16][N:15]=2)[CH2:9]1)=O)(C)(C)C.[Cl:24]CCl, predict the reaction product. The product is: [ClH:24].[NH:20]1[CH:21]=[CH:22][CH:23]=[C:19]1[C:17]1[O:16][N:15]=[C:14]([C@H:10]2[CH2:11][CH2:12][CH2:13][NH:8][CH2:9]2)[N:18]=1. (3) The product is: [C:30]([C:20]1[CH:21]=[C:22]([O:25][C:26]([F:27])([F:29])[F:28])[CH:23]=[CH:24][C:19]=1[O:18][CH:15]([CH2:16][CH3:17])[CH2:14][CH2:13][O:12][C:9]1[CH:10]=[CH:11][C:6]([CH2:5][CH2:4][C:3]([OH:39])=[O:2])=[C:7]([CH3:38])[CH:8]=1)(=[O:37])[C:31]1[CH:36]=[CH:35][CH:34]=[CH:33][CH:32]=1. Given the reactants C[O:2][C:3](=[O:39])[CH2:4][CH2:5][C:6]1[CH:11]=[CH:10][C:9]([O:12][CH2:13][CH2:14][CH:15]([O:18][C:19]2[CH:24]=[CH:23][C:22]([O:25][C:26]([F:29])([F:28])[F:27])=[CH:21][C:20]=2[C:30](=[O:37])[C:31]2[CH:36]=[CH:35][CH:34]=[CH:33][CH:32]=2)[CH2:16][CH3:17])=[CH:8][C:7]=1[CH3:38].[OH-].[Na+], predict the reaction product. (4) The product is: [NH2:1][C:2]1[N:3]=[CH:4][C:5]([C:18]2[CH:19]=[CH:20][C:21]([CH2:22][N:23]([CH2:46][CH3:47])[CH:24]3[CH2:29][CH2:28][N:27]([C:30]([O:32][C:33]([CH3:36])([CH3:35])[CH3:34])=[O:31])[C@@H:26]([C:37]([O:39][C:40]([CH3:43])([CH3:42])[CH3:41])=[O:38])[CH2:25]3)=[CH:44][CH:45]=2)=[N:6][C:7]=1[NH:8][CH2:9][C:10]1[C:11]([Cl:17])=[CH:12][CH:13]=[CH:14][C:15]=1[Cl:16]. Given the reactants [NH2:1][C:2]1[N:3]=[CH:4][C:5]([C:18]2[CH:45]=[CH:44][C:21]([CH2:22][NH:23][CH:24]3[CH2:29][CH2:28][N:27]([C:30]([O:32][C:33]([CH3:36])([CH3:35])[CH3:34])=[O:31])[C@@H:26]([C:37]([O:39][C:40]([CH3:43])([CH3:42])[CH3:41])=[O:38])[CH2:25]3)=[CH:20][CH:19]=2)=[N:6][C:7]=1[NH:8][CH2:9][C:10]1[C:15]([Cl:16])=[CH:14][CH:13]=[CH:12][C:11]=1[Cl:17].[CH:46](=O)[CH3:47].C(O)(=O)C.CCOC(C)=O, predict the reaction product. (5) Given the reactants [F:1][C:2]1[CH:27]=[C:26]([S:28]([CH3:31])(=[O:30])=[O:29])[CH:25]=[CH:24][C:3]=1[O:4][C@H:5]1[CH2:9][CH2:8][N:7]([CH:10]2[CH2:15][CH2:14][N:13](C(OC(C)(C)C)=O)[CH2:12][CH2:11]2)[C:6]1=[O:23].[ClH:32], predict the reaction product. The product is: [ClH:32].[F:1][C:2]1[CH:27]=[C:26]([S:28]([CH3:31])(=[O:30])=[O:29])[CH:25]=[CH:24][C:3]=1[O:4][C@H:5]1[CH2:9][CH2:8][N:7]([CH:10]2[CH2:11][CH2:12][NH:13][CH2:14][CH2:15]2)[C:6]1=[O:23]. (6) Given the reactants Br[C:2]1[C:24](=[O:25])[N:23]([CH:26]2[CH2:30][CH2:29][CH2:28][CH2:27]2)[C:5]2[N:6]=[C:7]([NH:10][C:11]3[CH:16]=[CH:15][C:14]([N:17]4[CH2:22][CH2:21][O:20][CH2:19][CH2:18]4)=[CH:13][N:12]=3)[N:8]=[CH:9][C:4]=2[C:3]=1[CH3:31].C([Sn](CCCC)(CCCC)[C:37]([O:39][CH2:40][CH3:41])=[CH2:38])CCC, predict the reaction product. The product is: [CH:26]1([N:23]2[C:5]3[N:6]=[C:7]([NH:10][C:11]4[CH:16]=[CH:15][C:14]([N:17]5[CH2:18][CH2:19][O:20][CH2:21][CH2:22]5)=[CH:13][N:12]=4)[N:8]=[CH:9][C:4]=3[C:3]([CH3:31])=[C:2]([C:37]([O:39][CH2:40][CH3:41])=[CH2:38])[C:24]2=[O:25])[CH2:30][CH2:29][CH2:28][CH2:27]1. (7) Given the reactants C([O:4][CH2:5][C:6]1[CH:10]=[C:9]([C:11]([Cl:14])([Cl:13])[Cl:12])[N:8]([C:15]2[C:20]([Cl:21])=[CH:19][CH:18]=[CH:17][N:16]=2)[N:7]=1)(=O)C.[OH-].[Na+], predict the reaction product. The product is: [Cl:21][C:20]1[C:15]([N:8]2[C:9]([C:11]([Cl:12])([Cl:13])[Cl:14])=[CH:10][C:6]([CH2:5][OH:4])=[N:7]2)=[N:16][CH:17]=[CH:18][CH:19]=1. (8) Given the reactants F[C:2]1[CH:7]=[CH:6][C:5]([C:8]([F:11])([F:10])[F:9])=[CH:4][C:3]=1[N+:12]([O-:14])=[O:13].[CH3:15][N:16]1[CH2:21][CH2:20][NH:19][CH2:18][CH2:17]1.C([O-])(O)=O.[Na+], predict the reaction product. The product is: [CH3:15][N:16]1[CH2:21][CH2:20][N:19]([C:2]2[CH:7]=[CH:6][C:5]([C:8]([F:11])([F:10])[F:9])=[CH:4][C:3]=2[N+:12]([O-:14])=[O:13])[CH2:18][CH2:17]1.